Dataset: Reaction yield outcomes from USPTO patents with 853,638 reactions. Task: Predict the reaction yield, written as a fraction of the theoretical maximum amount of product (1.0 means a 100% yield; for example, 0.34 means a 34% yield). (1) The reactants are [F:1][C:2]1[CH:7]=[CH:6][C:5]([CH2:8][C:9](=[O:16])[CH2:10][C:11]([O:13][CH2:14][CH3:15])=[O:12])=[CH:4][CH:3]=1.[CH3:17]C[O-].[Na+].[N:21]1[CH:26]=CC=NN=1. The catalyst is C(O)C.N1C=CC=NN=1. The product is [F:1][C:2]1[CH:3]=[CH:4][C:5]([C:8]2[C:9](=[O:16])[C:10]([C:11]([O:13][CH2:14][CH3:15])=[O:12])=[CH:17][NH:21][CH:26]=2)=[CH:6][CH:7]=1. The yield is 0.830. (2) The reactants are [NH2:1][C:2]1[CH:7]=[CH:6][C:5]([C:8]2[CH:16]=[C:15]3[C:11]([CH2:12][N:13]([C@@H:18]([CH:23]([CH3:25])[CH3:24])[C:19]([O:21][CH3:22])=[O:20])[C:14]3=O)=[CH:10][CH:9]=2)=[CH:4][CH:3]=1.CC(C)C(N1CC2C(=CC=C(C3C=CC([N+]([O-])=O)=CC=3)C=2)C1)C(OC)=O. No catalyst specified. The product is [NH2:1][C:2]1[CH:3]=[CH:4][C:5]([C:8]2[CH:16]=[C:15]3[C:11](=[CH:10][CH:9]=2)[CH2:12][N:13]([CH:18]([CH:23]([CH3:25])[CH3:24])[C:19]([O:21][CH3:22])=[O:20])[CH2:14]3)=[CH:6][CH:7]=1. The yield is 0.550. (3) The reactants are [Cl:1][C:2]1[CH:3]=[C:4]([CH2:9][C:10]([OH:12])=O)[CH:5]=[C:6]([Cl:8])[CH:7]=1.[K+].[CH3:14][O:15][C:16](=[O:21])[CH2:17]C([O-])=O. No catalyst specified. The product is [Cl:8][C:6]1[CH:5]=[C:4]([CH2:9][C:10](=[O:12])[CH2:17][C:16]([O:15][CH3:14])=[O:21])[CH:3]=[C:2]([Cl:1])[CH:7]=1. The yield is 0.780.